Dataset: Peptide-MHC class I binding affinity with 185,985 pairs from IEDB/IMGT. Task: Regression. Given a peptide amino acid sequence and an MHC pseudo amino acid sequence, predict their binding affinity value. This is MHC class I binding data. (1) The peptide sequence is CYSSVNDRLV. The MHC is HLA-A01:01 with pseudo-sequence HLA-A01:01. The binding affinity (normalized) is 0.138. (2) The binding affinity (normalized) is 0.0847. The MHC is HLA-B15:17 with pseudo-sequence HLA-B15:17. The peptide sequence is APIEHIASM.